This data is from Full USPTO retrosynthesis dataset with 1.9M reactions from patents (1976-2016). The task is: Predict the reactants needed to synthesize the given product. (1) Given the product [ClH:22].[C:1]([C:5]1[CH:10]=[CH:9][C:8]([C:11]2[N:12]([C:30]([N:43]3[CH2:44][CH2:45][N:40]([CH2:39][CH:38]([OH:46])[C:37]([F:48])([F:36])[F:47])[CH2:41][CH2:42]3)=[O:31])[C@H:13]([C:23]3[CH:24]=[CH:25][C:26]([Cl:29])=[CH:27][CH:28]=3)[C@H:14]([C:16]3[CH:21]=[CH:20][C:19]([Cl:22])=[CH:18][CH:17]=3)[N:15]=2)=[C:7]([O:33][CH2:34][CH3:35])[CH:6]=1)([CH3:4])([CH3:2])[CH3:3], predict the reactants needed to synthesize it. The reactants are: [C:1]([C:5]1[CH:10]=[CH:9][C:8]([C:11]2[N:12]([C:30](Cl)=[O:31])[C@H:13]([C:23]3[CH:28]=[CH:27][C:26]([Cl:29])=[CH:25][CH:24]=3)[C@H:14]([C:16]3[CH:21]=[CH:20][C:19]([Cl:22])=[CH:18][CH:17]=3)[N:15]=2)=[C:7]([O:33][CH2:34][CH3:35])[CH:6]=1)([CH3:4])([CH3:3])[CH3:2].[F:36][C:37]([F:48])([F:47])[CH:38]([OH:46])[CH2:39][N:40]1[CH2:45][CH2:44][NH:43][CH2:42][CH2:41]1. (2) Given the product [Cl:19][C:15]1[CH:14]=[C:13]([CH:12]2[C:11]([C:22]3[CH:27]=[CH:26][C:25]([Cl:28])=[CH:24][CH:23]=3)([C:20]#[N:21])[CH:10]([CH2:29][C:30]([CH3:31])([CH3:32])[CH3:33])[NH:9][CH:8]2[C:6]([OH:7])=[O:5])[CH:18]=[CH:17][CH:16]=1, predict the reactants needed to synthesize it. The reactants are: C([O:5][C:6]([CH:8]1[CH:12]([C:13]2[CH:18]=[CH:17][CH:16]=[C:15]([Cl:19])[CH:14]=2)[C:11]([C:22]2[CH:27]=[CH:26][C:25]([Cl:28])=[CH:24][CH:23]=2)([C:20]#[N:21])[CH:10]([CH2:29][C:30]([CH3:33])([CH3:32])[CH3:31])[NH:9]1)=[O:7])(C)(C)C. (3) Given the product [CH3:6][N:7]1[C:11]([C:12]([O-:14])=[O:13])=[C:10]([C:16]2[S:17][CH:18]=[C:19]([C:21]([F:23])([F:22])[F:24])[N:20]=2)[CH:9]=[N:8]1.[Na+:2], predict the reactants needed to synthesize it. The reactants are: [OH-].[Na+:2].O.CO.[CH3:6][N:7]1[C:11]([C:12]([O:14]C)=[O:13])=[C:10]([C:16]2[S:17][CH:18]=[C:19]([C:21]([F:24])([F:23])[F:22])[N:20]=2)[CH:9]=[N:8]1.